Dataset: Catalyst prediction with 721,799 reactions and 888 catalyst types from USPTO. Task: Predict which catalyst facilitates the given reaction. (1) Reactant: [NH2:1][CH2:2][CH2:3][NH:4][C:5](=[O:7])[CH3:6].C([O-])(O)=O.[Na+].[Cl:13][C:14]1[CH:21]=[CH:20][C:17]([CH:18]=O)=[CH:16][CH:15]=1.[BH4-].[Na+]. Product: [Cl:13][C:14]1[CH:21]=[CH:20][C:17]([CH2:18][NH:1][CH2:2][CH2:3][NH:4][C:5](=[O:7])[CH3:6])=[CH:16][CH:15]=1. The catalyst class is: 5. (2) Reactant: Cl[CH2:2][C:3]1[S:7][C:6]([NH:8][C:9](=[O:11])[CH3:10])=[N:5][CH:4]=1.Cl.[CH3:13][C:14]1[CH:26]=[CH:25][C:17]([CH2:18][CH:19]2[CH2:24][CH2:23][NH:22][CH2:21][CH2:20]2)=[CH:16][CH:15]=1.CCN(C(C)C)C(C)C. Product: [CH3:13][C:14]1[CH:15]=[CH:16][C:17]([CH2:18][CH:19]2[CH2:24][CH2:23][N:22]([CH2:2][C:3]3[S:7][C:6]([NH:8][C:9](=[O:11])[CH3:10])=[N:5][CH:4]=3)[CH2:21][CH2:20]2)=[CH:25][CH:26]=1. The catalyst class is: 10.